Dataset: Reaction yield outcomes from USPTO patents with 853,638 reactions. Task: Predict the reaction yield, written as a fraction of the theoretical maximum amount of product (1.0 means a 100% yield; for example, 0.34 means a 34% yield). (1) The reactants are [CH:1]12[O:8][CH:5]([CH2:6][CH2:7]1)[CH2:4][N:3]([C:9]1[N:14]=[C:13]([C:15]3[CH:20]=[CH:19][C:18]([NH:21][C:22](=[O:33])[NH:23][C:24]4[CH:32]=[CH:31][C:27]([C:28]([OH:30])=O)=[CH:26][CH:25]=4)=[CH:17][CH:16]=3)[N:12]=[C:11]3[N:34]([CH:37]([CH2:41][O:42][CH3:43])[CH2:38][O:39][CH3:40])[N:35]=[CH:36][C:10]=13)[CH2:2]2.O.ON1C2C=CC=CC=2N=N1.CN1CCOCC1.[CH3:62][N:63]([CH3:65])[NH2:64].Cl.CN(C)CCCN=C=NCC. The catalyst is CN(C)C=O. The product is [CH3:62][N:63]([CH3:65])[NH:64][C:28]([C:27]1[CH:31]=[CH:32][C:24]([NH:23][C:22]([NH:21][C:18]2[CH:19]=[CH:20][C:15]([C:13]3[N:12]=[C:11]4[N:34]([CH:37]([CH2:38][O:39][CH3:40])[CH2:41][O:42][CH3:43])[N:35]=[CH:36][C:10]4=[C:9]([N:3]4[CH2:2][CH:1]5[O:8][CH:5]([CH2:6][CH2:7]5)[CH2:4]4)[N:14]=3)=[CH:16][CH:17]=2)=[O:33])=[CH:25][CH:26]=1)=[O:30]. The yield is 0.950. (2) The reactants are [CH3:1][O:2][C:3]([NH:5][C@H:6]([C:8](O)=[O:9])[CH3:7])=[O:4].CN(C(ON1N=NC2C=CC=NC1=2)=[N+](C)C)C.F[P-](F)(F)(F)(F)F.[CH2:35]1[C:39]2([O:44][CH2:43][CH2:42][CH2:41][O:40]2)[CH2:38][C@@H:37]([C:45]2[NH:46][CH:47]=[C:48]([C:50]3[CH:55]=[CH:54][C:53]([C:56]4[CH:61]=[CH:60][C:59]([C:62]5[N:63]=[C:64]([C@@H:67]6[CH2:71][CH2:70][CH2:69][N:68]6[C:72]([C@@H:74]([NH:78][C:79](=[O:82])[O:80][CH3:81])[CH:75]([CH3:77])[CH3:76])=[O:73])[NH:65][CH:66]=5)=[CH:58][CH:57]=4)=[CH:52][CH:51]=3)[N:49]=2)[NH:36]1. The catalyst is CN(C=O)C. The product is [CH3:1][O:2][C:3](=[O:4])[NH:5][C@@H:6]([CH3:7])[C:8]([N:36]1[C@H:37]([C:45]2[NH:46][CH:47]=[C:48]([C:50]3[CH:51]=[CH:52][C:53]([C:56]4[CH:61]=[CH:60][C:59]([C:62]5[N:63]=[C:64]([C@@H:67]6[CH2:71][CH2:70][CH2:69][N:68]6[C:72](=[O:73])[C@@H:74]([NH:78][C:79]([O:80][CH3:81])=[O:82])[CH:75]([CH3:77])[CH3:76])[NH:65][CH:66]=5)=[CH:58][CH:57]=4)=[CH:54][CH:55]=3)[N:49]=2)[CH2:38][C:39]2([O:44][CH2:43][CH2:42][CH2:41][O:40]2)[CH2:35]1)=[O:9]. The yield is 0.290. (3) The reactants are [F:1][CH2:2][CH2:3][N:4]1[CH2:8][CH2:7][C@H:6]([N:9]([CH3:19])[C:10]2[CH:15]=[CH:14][C:13]([N+:16]([O-])=O)=[CH:12][CH:11]=2)[CH2:5]1.[H][H]. The catalyst is CO.C(OCC)(=O)C.[Pd]. The product is [F:1][CH2:2][CH2:3][N:4]1[CH2:8][CH2:7][C@H:6]([N:9]([CH3:19])[C:10]2[CH:15]=[CH:14][C:13]([NH2:16])=[CH:12][CH:11]=2)[CH2:5]1. The yield is 0.631. (4) The reactants are [CH3:1][C:2]1([CH3:32])[CH2:7][C:6](=[O:8])[CH2:5][C:4]([CH3:10])([CH3:9])[P:3]1[C:11]1[CH:16]=[CH:15][CH:14]=[CH:13][C:12]=1[C:17]1[C:22]([CH:23]([CH3:25])[CH3:24])=[CH:21][C:20]([CH:26]([CH3:28])[CH3:27])=[CH:19][C:18]=1[CH:29]([CH3:31])[CH3:30].[CH2:33](O)[CH2:34][CH2:35][OH:36].O.C1(C)C=CC(S(O)(=O)=O)=CC=1. The catalyst is C1(C)C=CC=CC=1. The product is [CH3:32][C:2]1([CH3:1])[P:3]([C:11]2[CH:16]=[CH:15][CH:14]=[CH:13][C:12]=2[C:17]2[C:22]([CH:23]([CH3:24])[CH3:25])=[CH:21][C:20]([CH:26]([CH3:28])[CH3:27])=[CH:19][C:18]=2[CH:29]([CH3:31])[CH3:30])[C:4]([CH3:9])([CH3:10])[CH2:5][C:6]2([O:36][CH2:35][CH2:34][CH2:33][O:8]2)[CH2:7]1. The yield is 0.660. (5) The reactants are [N+:1]([C:4]1[CH:16]=[C:7]2[CH2:8][N:9]([C:12](=[O:15])[CH2:13][CH3:14])[CH2:10][CH2:11][N:6]2[N:5]=1)([O-])=O. The catalyst is CO.[Pd]. The product is [NH2:1][C:4]1[CH:16]=[C:7]2[CH2:8][N:9]([C:12](=[O:15])[CH2:13][CH3:14])[CH2:10][CH2:11][N:6]2[N:5]=1. The yield is 0.990. (6) The reactants are Cl.[CH:2]1([CH2:5][O:6][NH:7][C:8]([C:10]2[C:11]([NH:25][C:26]3[CH:31]=[CH:30][C:29]([Br:32])=[CH:28][C:27]=3[F:33])=[CH:12][C:13](=[O:24])[N:14]3[C:18]=2[CH:17]2[O:19]C(C)(C)[O:21][CH:16]2[CH2:15]3)=[O:9])[CH2:4][CH2:3]1. The catalyst is CO. The product is [CH:2]1([CH2:5][O:6][NH:7][C:8]([C:10]2[C:11]([NH:25][C:26]3[CH:31]=[CH:30][C:29]([Br:32])=[CH:28][C:27]=3[F:33])=[CH:12][C:13](=[O:24])[N:14]3[C:18]=2[CH:17]([OH:19])[CH:16]([OH:21])[CH2:15]3)=[O:9])[CH2:4][CH2:3]1. The yield is 0.182.